Dataset: Orexin1 receptor HTS with 218,158 compounds and 233 confirmed actives. Task: Binary Classification. Given a drug SMILES string, predict its activity (active/inactive) in a high-throughput screening assay against a specified biological target. (1) The compound is O(c1ccc(NC(=O)COC(=O)CO\N=C\c2ccc(OC)cc2)cc1)C. The result is 0 (inactive). (2) The molecule is S(=O)(=O)(Nc1c(OC)cccc1)c1cc(C(=O)NCC(N2CCCC2)c2ccc(OC)cc2)ccc1C. The result is 0 (inactive).